This data is from Full USPTO retrosynthesis dataset with 1.9M reactions from patents (1976-2016). The task is: Predict the reactants needed to synthesize the given product. (1) Given the product [C:18]([C:22]1[CH:27]=[CH:26][C:25]([S:28]([NH:8][C:5]2[CH:6]=[CH:7][C:2]([Cl:1])=[CH:3][C:4]=2[C:9]([F:17])([F:16])[C:10]2[CH:15]=[CH:14][N:13]=[CH:12][CH:11]=2)(=[O:30])=[O:29])=[CH:24][CH:23]=1)([CH3:21])([CH3:19])[CH3:20], predict the reactants needed to synthesize it. The reactants are: [Cl:1][C:2]1[CH:7]=[CH:6][C:5]([NH2:8])=[C:4]([C:9]([F:17])([F:16])[C:10]2[CH:15]=[CH:14][N:13]=[CH:12][CH:11]=2)[CH:3]=1.[C:18]([C:22]1[CH:27]=[CH:26][C:25]([S:28](Cl)(=[O:30])=[O:29])=[CH:24][CH:23]=1)([CH3:21])([CH3:20])[CH3:19]. (2) Given the product [CH2:13]([C:20]1[C:21](=[O:22])[N:3]2[C:2]([NH:1][C:5]3[CH:6]=[CH:7][CH:8]=[CH:9][C:4]=32)=[C:10]([C:11]#[N:12])[C:26]=1[CH3:28])[C:14]1[CH:19]=[CH:18][CH:17]=[CH:16][CH:15]=1, predict the reactants needed to synthesize it. The reactants are: [N:1]1[C:5]2[CH:6]=[CH:7][CH:8]=[CH:9][C:4]=2[NH:3][C:2]=1[CH2:10][C:11]#[N:12].[CH2:13]([CH:20]([C:26]([CH3:28])=O)[C:21](OCC)=[O:22])[C:14]1[CH:19]=[CH:18][CH:17]=[CH:16][CH:15]=1.C([O-])(=O)C.[NH4+]. (3) Given the product [CH:22]1([NH:27][C:2]2[C:3]([C:16]3[CH:21]=[CH:20][CH:19]=[CH:18][CH:17]=3)=[N:4][C:5]3[C:10]([N:11]=2)=[CH:9][C:8]([C:12]([O:14][CH3:15])=[O:13])=[CH:7][CH:6]=3)[CH2:26][CH2:25][CH2:24][CH2:23]1, predict the reactants needed to synthesize it. The reactants are: Br[C:2]1[C:3]([C:16]2[CH:21]=[CH:20][CH:19]=[CH:18][CH:17]=2)=[N:4][C:5]2[C:10]([N:11]=1)=[CH:9][C:8]([C:12]([O:14][CH3:15])=[O:13])=[CH:7][CH:6]=2.[CH:22]1([NH2:27])[CH2:26][CH2:25][CH2:24][CH2:23]1. (4) The reactants are: [Cl:1][C:2]1[N:3]=[C:4]([C:9]([NH:11][C:12]2[CH:27]=[CH:26][C:15]3[C:16]([CH2:24][CH3:25])=[C:17]([C:19]([O:21]CC)=[O:20])[S:18][C:14]=3[CH:13]=2)=[O:10])[NH:5][C:6]=1[CH2:7][CH3:8].[OH-].[Li+]. Given the product [Cl:1][C:2]1[N:3]=[C:4]([C:9]([NH:11][C:12]2[CH:27]=[CH:26][C:15]3[C:16]([CH2:24][CH3:25])=[C:17]([C:19]([OH:21])=[O:20])[S:18][C:14]=3[CH:13]=2)=[O:10])[NH:5][C:6]=1[CH2:7][CH3:8], predict the reactants needed to synthesize it. (5) The reactants are: C1(P(C2CCCCC2)C2CCCCC2)CCCCC1.P([O-])([O-])([O-])=O.[K+].[K+].[K+].Br[C:29]1[CH:30]=[C:31]([C:36]2[O:37][C:38]3[C:39]([N:44]=2)=[N:40][CH:41]=[CH:42][CH:43]=3)[C:32]([NH2:35])=[N:33][CH:34]=1.[CH3:45][N:46]([CH3:67])[CH2:47][CH2:48][NH:49][C:50](=[O:66])[C:51]1[CH:56]=[CH:55][C:54](B2OC(C)(C)C(C)(C)O2)=[CH:53][CH:52]=1. Given the product [NH2:35][C:32]1[N:33]=[CH:34][C:29]([C:54]2[CH:55]=[CH:56][C:51]([C:50]([NH:49][CH2:48][CH2:47][N:46]([CH3:45])[CH3:67])=[O:66])=[CH:52][CH:53]=2)=[CH:30][C:31]=1[C:36]1[O:37][C:38]2[C:39]([N:44]=1)=[N:40][CH:41]=[CH:42][CH:43]=2, predict the reactants needed to synthesize it. (6) Given the product [Br:21][C:7]1[C:12]([CH3:13])=[CH:11][C:10]([N+:14]([O-:16])=[O:15])=[CH:9][C:8]=1[CH3:17], predict the reactants needed to synthesize it. The reactants are: FC(F)(F)S(O[C:7]1[C:12]([CH3:13])=[CH:11][C:10]([N+:14]([O-:16])=[O:15])=[CH:9][C:8]=1[CH3:17])(=O)=O.[Li+].[Br-:21].C(OCC)(=O)C.C1CCCCC1.O. (7) Given the product [Cl:13][C:14]1[CH:39]=[CH:38][C:17]([O:18][C:19]2[C:24]([F:25])=[CH:23][C:22]([S:26]([NH:6][C:2]3[S:1][CH:5]=[N:4][N:3]=3)(=[O:27])=[O:28])=[C:21]([F:37])[CH:20]=2)=[C:16]([C:40]2[N:45]3[CH:46]=[CH:47][N:48]=[C:44]3[CH:43]=[CH:42][CH:41]=2)[CH:15]=1, predict the reactants needed to synthesize it. The reactants are: [S:1]1[CH:5]=[N:4][N:3]=[C:2]1[NH2:6].CC(C)([O-])C.[K+].[Cl:13][C:14]1[CH:39]=[CH:38][C:17]([O:18][C:19]2[C:24]([F:25])=[CH:23][C:22]([S:26](OC3C=CC(Cl)=CC=3)(=[O:28])=[O:27])=[C:21]([F:37])[CH:20]=2)=[C:16]([C:40]2[N:45]3[CH:46]=[CH:47][N:48]=[C:44]3[CH:43]=[CH:42][CH:41]=2)[CH:15]=1.Cl. (8) Given the product [CH3:1][N:2]1[CH2:7][CH2:6][N:5]([C:8]([O:10][C@@H:11]2[N:20]([C:21]3[CH:22]=[CH:23][C:24]([Cl:27])=[CH:25][N:26]=3)[C:18](=[O:19])[C:13]3[N:14]=[CH:15][CH:16]=[N:17][C:12]2=3)=[O:9])[CH2:4][CH2:3]1.[C:28]([O-:35])(=[O:34])[CH2:29][CH2:30][C:31]([O-:33])=[O:32], predict the reactants needed to synthesize it. The reactants are: [CH3:1][N:2]1[CH2:7][CH2:6][N:5]([C:8]([O:10][C@@H:11]2[N:20]([C:21]3[CH:22]=[CH:23][C:24]([Cl:27])=[CH:25][N:26]=3)[C:18](=[O:19])[C:13]3[N:14]=[CH:15][CH:16]=[N:17][C:12]2=3)=[O:9])[CH2:4][CH2:3]1.[C:28]([OH:35])(=[O:34])[CH2:29][CH2:30][C:31]([OH:33])=[O:32].CN1CCN(C(OC2N(C3C=CC(Cl)=CN=3)C(=O)C3N=CC=NC2=3)=O)CC1. (9) Given the product [CH3:8][O:9][C:10]([N:12]([C:24]1[C:33]([C:34]([O:36][CH3:37])=[O:35])=[C:32]2[C:27]([CH:28]3[CH2:38][CH:29]3[CH2:30][O:31]2)=[CH:26][CH:25]=1)[S:13]([C:16]1[CH:21]=[CH:20][C:19]([F:22])=[CH:18][C:17]=1[NH:23][C:5](=[O:6])[CH2:4][CH2:3][CH2:2][Cl:1])(=[O:14])=[O:15])=[O:11], predict the reactants needed to synthesize it. The reactants are: [Cl:1][CH2:2][CH2:3][CH2:4][C:5](Cl)=[O:6].[CH3:8][O:9][C:10]([N:12]([C:24]1[C:33]([C:34]([O:36][CH3:37])=[O:35])=[C:32]2[C:27]([CH:28]3[CH2:38][CH:29]3[CH2:30][O:31]2)=[CH:26][CH:25]=1)[S:13]([C:16]1[CH:21]=[CH:20][C:19]([F:22])=[CH:18][C:17]=1[NH2:23])(=[O:15])=[O:14])=[O:11].C(N(CC)CC)C.C(=O)(O)[O-].[Na+]. (10) Given the product [CH3:1][C:2]1[CH:3]=[C:4]([CH:8]=[CH:9][C:10]=1[C:11]([N:13]1[CH2:17][CH2:16][CH2:15][CH2:14]1)=[O:12])[C:5]([NH:60][C@H:57]([C:55]1[NH:54][C:53]2[CH:61]=[CH:62][C:50]([Br:49])=[CH:51][C:52]=2[N:56]=1)[CH2:58][OH:59])=[O:7], predict the reactants needed to synthesize it. The reactants are: [CH3:1][C:2]1[CH:3]=[C:4]([CH:8]=[CH:9][C:10]=1[C:11]([N:13]1[CH2:17][CH2:16][CH2:15][CH2:14]1)=[O:12])[C:5]([OH:7])=O.CN(C(ON1N=NC2C=CC=CC1=2)=[N+](C)C)C.[B-](F)(F)(F)F.C(N(C(C)C)CC)(C)C.[Br:49][C:50]1[CH:62]=[CH:61][C:53]2[NH:54][C:55]([C@@H:57]([NH2:60])[CH2:58][OH:59])=[N:56][C:52]=2[CH:51]=1.BrBr.